Dataset: Reaction yield outcomes from USPTO patents with 853,638 reactions. Task: Predict the reaction yield, written as a fraction of the theoretical maximum amount of product (1.0 means a 100% yield; for example, 0.34 means a 34% yield). (1) The reactants are Br[C:2]1[CH:3]=[CH:4][C:5]([O:8][CH2:9][C:10]2[C:11]([C:16]3[CH:21]=[CH:20][C:19]([F:22])=[CH:18][CH:17]=3)=[N:12][O:13][C:14]=2[CH3:15])=[N:6][CH:7]=1.C([Li])CCC.[O:28]1[CH2:31][C:30](=[O:32])[CH2:29]1.CO. The catalyst is C1COCC1. The product is [F:22][C:19]1[CH:20]=[CH:21][C:16]([C:11]2[C:10]([CH2:9][O:8][C:5]3[N:6]=[CH:7][C:2]([C:30]4([OH:32])[CH2:31][O:28][CH2:29]4)=[CH:3][CH:4]=3)=[C:14]([CH3:15])[O:13][N:12]=2)=[CH:17][CH:18]=1. The yield is 0.300. (2) The product is [NH2:1][C:2]1[CH:7]=[C:6]([C:8]2[C:13]([F:14])=[CH:12][C:11]([Cl:15])=[C:10]([F:16])[C:9]=2[CH3:17])[N:5]=[C:4]([C:18]([OH:20])=[O:19])[C:3]=1[Cl:22]. The yield is 0.810. The reactants are [NH2:1][C:2]1[CH:7]=[C:6]([C:8]2[C:13]([F:14])=[CH:12][C:11]([Cl:15])=[C:10]([F:16])[C:9]=2[CH3:17])[N:5]=[C:4]([C:18]([O:20]C)=[O:19])[C:3]=1[Cl:22].[OH-].[Na+].Cl. The catalyst is CO. (3) The reactants are OC[CH2:3][C:4]1[C:9]([O:10][CH3:11])=[CH:8][CH:7]=[CH:6][C:5]=1[NH:12]C(=O)C(C)(C)C.[OH-].[Na+]. The catalyst is Br. The product is [O:10]1[C:9]2=[CH:8][CH:7]=[CH:6][C:5]([NH2:12])=[C:4]2[CH2:3][CH2:11]1. The yield is 0.400. (4) The reactants are [CH2:1]1[CH:5]2[CH2:6][NH:7][CH2:8][CH:4]2[CH2:3][N:2]1[C:9]1[N:14]=[C:13]([C:15]([F:18])([F:17])[F:16])[N:12]=[C:11]([N:19]([CH3:21])[CH3:20])[CH:10]=1.[F:22][C:23]1[CH:31]=[C:30]([N:32]2[N:36]=[CH:35][CH:34]=[N:33]2)[C:26]([C:27](O)=[O:28])=[CH:25][CH:24]=1.CN(C(ON1N=NC2C=CC=NC1=2)=[N+](C)C)C.F[P-](F)(F)(F)(F)F.CCN(C(C)C)C(C)C. The catalyst is CN(C=O)C.C(OCC)(=O)C. The product is [F:22][C:23]1[CH:24]=[CH:25][C:26]([C:27]([N:7]2[CH2:6][CH:5]3[CH2:1][N:2]([C:9]4[N:14]=[C:13]([C:15]([F:18])([F:17])[F:16])[N:12]=[C:11]([N:19]([CH3:21])[CH3:20])[CH:10]=4)[CH2:3][CH:4]3[CH2:8]2)=[O:28])=[C:30]([N:32]2[N:36]=[CH:35][CH:34]=[N:33]2)[CH:31]=1. The yield is 0.516.